Dataset: Catalyst prediction with 721,799 reactions and 888 catalyst types from USPTO. Task: Predict which catalyst facilitates the given reaction. (1) Reactant: [Cl:1][C:2]1[CH:3]=[N:4][N:5]([C:7]2[CH:12]=[C:11]([CH3:13])[C:10]([C:14]3[C:18](=[O:19])[CH2:17][CH:16]([CH2:20][C:21]#[N:22])[C:15]=3[O:23]C)=[C:9]([CH3:25])[CH:8]=2)[CH:6]=1.FC1C(F)=C(F)C(F)=C(F)C=1[O:37][C:38]([C:40]1[CH:45]=[CH:44][CH:43]=[CH:42][N:41]=1)=O.[CH3:46]OCCOC. Product: [Cl:1][C:2]1[CH:3]=[N:4][N:5]([C:7]2[CH:12]=[C:11]([CH3:13])[C:10]([C:14]3[C:15](=[O:23])[CH:16]([CH2:20][CH2:21][NH:22][C:38]([C:40]4[CH:45]=[CH:44][CH:43]=[CH:42][N:41]=4)=[O:37])[CH2:17][C:18]=3[O:19][CH3:46])=[C:9]([CH3:25])[CH:8]=2)[CH:6]=1. The catalyst class is: 181. (2) Reactant: C1N(P(Cl)(N2C(=O)OCC2)=O)C(=O)OC1.[CH:16]1[CH:17]=[CH:18][C:19]2N(O)N=[N:22][C:20]=2[CH:21]=1.CCN(C(C)C)C(C)C.[CH3:35][C:36]1[CH:37]=[C:38]([CH2:43][C:44]([NH:46][CH:47]([CH2:51][C:52]2[CH:57]=[CH:56][CH:55]=[CH:54][CH:53]=2)[C:48](O)=[O:49])=[O:45])[CH:39]=[C:40]([CH3:42])[CH:41]=1.[N:58]1[C:59](NC2C=CC=CC=2)=[CH:60][N:61]2[C:65]3[CH:66]=[CH:67][CH:68]=[CH:69][C:64]=3[S:63][C:62]=12. Product: [CH3:42][C:40]1[CH:39]=[C:38]([CH2:43][C:44]([NH:46][C@@H:47]([CH2:51][C:52]2[CH:53]=[CH:54][CH:55]=[CH:56][CH:57]=2)[C:48]([NH:22][C:20]2[CH:21]=[CH:16][C:17]([C:59]3[N:58]=[C:62]4[N:61]([CH:60]=3)[C:65]3[CH:66]=[CH:67][CH:68]=[CH:69][C:64]=3[S:63]4)=[CH:18][CH:19]=2)=[O:49])=[O:45])[CH:37]=[C:36]([CH3:35])[CH:41]=1. The catalyst class is: 2. (3) Reactant: [NH2:1][C:2]1[CH:3]=[C:4]([C:8]2[CH:9]=[C:10]3[C:15](=[CH:16][CH:17]=2)[N:14]=[CH:13][N:12]=[C:11]3[NH2:18])[CH:5]=[CH:6][CH:7]=1.[N:19]([CH:22]1[CH2:26][CH2:25][CH2:24][CH2:23]1)=[C:20]=[O:21]. Product: [NH2:18][C:11]1[C:10]2[C:15](=[CH:16][CH:17]=[C:8]([C:4]3[CH:3]=[C:2]([NH:1][C:20]([NH:19][CH:22]4[CH2:26][CH2:25][CH2:24][CH2:23]4)=[O:21])[CH:7]=[CH:6][CH:5]=3)[CH:9]=2)[N:14]=[CH:13][N:12]=1. The catalyst class is: 9. (4) Reactant: [Cl:1][C:2]1[CH:7]=[CH:6][C:5]([C:8]2[N:12]=[C:11]([N:13]3[CH2:18][CH2:17][NH:16][CH2:15][CH2:14]3)[S:10][N:9]=2)=[CH:4][CH:3]=1.Br[CH2:20][C:21]([C:23]1[CH:28]=[CH:27][C:26]([O:29][CH3:30])=[CH:25][CH:24]=1)=[O:22].CCN(C(C)C)C(C)C. Product: [Cl:1][C:2]1[CH:7]=[CH:6][C:5]([C:8]2[N:12]=[C:11]([N:13]3[CH2:18][CH2:17][N:16]([CH2:20][C:21]([C:23]4[CH:28]=[CH:27][C:26]([O:29][CH3:30])=[CH:25][CH:24]=4)=[O:22])[CH2:15][CH2:14]3)[S:10][N:9]=2)=[CH:4][CH:3]=1. The catalyst class is: 14. (5) Reactant: [CH2:1]([O:7][C:8]([C:10]1[CH:11]=[CH:12][C:13]2[C:14](=[O:31])[C:15]3[C:20]([NH:21][C:22]=2[CH:23]=1)=[CH:19][C:18]([N:24]1[CH2:29][CH2:28][O:27][CH2:26][CH2:25]1)=[CH:17][C:16]=3[OH:30])=[O:9])[CH2:2]CCCC.[CH3:32][N:33](C)[CH2:34]CO. The catalyst class is: 81. Product: [CH3:32][N:33]([CH3:34])[CH2:2][CH2:1][O:7][C:8]([C:10]1[CH:11]=[CH:12][C:13]2[C:14](=[O:31])[C:15]3[C:20]([NH:21][C:22]=2[CH:23]=1)=[CH:19][C:18]([N:24]1[CH2:25][CH2:26][O:27][CH2:28][CH2:29]1)=[CH:17][C:16]=3[OH:30])=[O:9].